Dataset: Forward reaction prediction with 1.9M reactions from USPTO patents (1976-2016). Task: Predict the product of the given reaction. (1) Given the reactants Br[C:2]1[CH:7]=[CH:6][C:5]([C:8]2([CH3:24])[S:12][C:11]([NH:13][C@H:14]([C:16]3[CH:21]=[CH:20][C:19]([F:22])=[CH:18][CH:17]=3)[CH3:15])=[N:10][C:9]2=[O:23])=[CH:4][CH:3]=1.[C:25]1(P(C2C=CC=CC=2)C2C=CC=CC=2)C=CC=CC=1.[C:44]([O-:47])(=[O:46])C.[K+].[C]=O, predict the reaction product. The product is: [F:22][C:19]1[CH:20]=[CH:21][C:16]([C@@H:14]([NH:13][C:11]2[S:12][C:8]([C:5]3[CH:6]=[CH:7][C:2]([C:44]([O:47][CH3:25])=[O:46])=[CH:3][CH:4]=3)([CH3:24])[C:9](=[O:23])[N:10]=2)[CH3:15])=[CH:17][CH:18]=1. (2) Given the reactants C([C:3]1[CH:4]=[C:5]([S:17]([NH2:20])(=[O:19])=[O:18])[CH:6]=[C:7]([C:11]2[CH:16]=[CH:15][CH:14]=[CH:13][CH:12]=2)[C:8]=1OC)=O.C1(CCC(Cl)=O)C=CC=CC=1, predict the reaction product. The product is: [C:7]1([C:11]2[CH:12]=[CH:13][CH:14]=[CH:15][CH:16]=2)[CH:8]=[CH:3][CH:4]=[C:5]([S:17]([NH2:20])(=[O:18])=[O:19])[CH:6]=1. (3) Given the reactants [CH3:1][O:2][C:3]1([O:27][CH3:28])[CH2:8][CH2:7][N:6]([C:9]2[CH:14]=[CH:13][C:12]([N:15]3[CH2:19][C@@H:18]([CH2:20][N:21]=[N+]=[N-])[O:17][C:16]3=[O:24])=[CH:11][CH:10]=2)[CH2:5][C:4]1([F:26])[F:25], predict the reaction product. The product is: [CH3:28][O:27][C:3]1([O:2][CH3:1])[CH2:8][CH2:7][N:6]([C:9]2[CH:14]=[CH:13][C:12]([N:15]3[CH2:19][C@H:18]([CH2:20][NH2:21])[O:17][C:16]3=[O:24])=[CH:11][CH:10]=2)[CH2:5][C:4]1([F:26])[F:25].